From a dataset of Reaction yield outcomes from USPTO patents with 853,638 reactions. Predict the reaction yield, written as a fraction of the theoretical maximum amount of product (1.0 means a 100% yield; for example, 0.34 means a 34% yield). (1) The reactants are Cl.[CH3:2][O:3][C:4]([C:6]1[S:7][C:8]([C:12]#[C:13][C:14]([CH3:17])([CH3:16])[CH3:15])=[CH:9][C:10]=1[NH2:11])=[O:5].[CH2:18]([O:25][CH:26]1[CH2:29][C:28](=O)[CH2:27]1)[C:19]1[CH:24]=[CH:23][CH:22]=[CH:21][CH:20]=1.C(O[BH-](OC(=O)C)OC(=O)C)(=O)C.[Na+]. The catalyst is C(Cl)Cl.C(OCC)(=O)C. The product is [CH3:2][O:3][C:4]([C:6]1[S:7][C:8]([C:12]#[C:13][C:14]([CH3:17])([CH3:16])[CH3:15])=[CH:9][C:10]=1[NH:11][CH:28]1[CH2:29][CH:26]([O:25][CH2:18][C:19]2[CH:24]=[CH:23][CH:22]=[CH:21][CH:20]=2)[CH2:27]1)=[O:5]. The yield is 1.00. (2) The reactants are [Br:1][C:2]1[CH:3]=[C:4]([C:8]2([C:12]3[CH:17]=[CH:16][CH:15]=[C:14]([Br:18])[CH:13]=3)[CH2:11][NH:10][CH2:9]2)[CH:5]=[CH:6][CH:7]=1.I[C:20]1[CH:25]=[CH:24][CH:23]=[CH:22][CH:21]=1.CC1(C)C2C(=C(P(C3C=CC=CC=3)C3C=CC=CC=3)C=CC=2)OC2C(P(C3C=CC=CC=3)C3C=CC=CC=3)=CC=CC1=2.CC(C)([O-])C.[Na+]. The catalyst is O1CCOCC1.C1C=CC(/C=C/C(/C=C/C2C=CC=CC=2)=O)=CC=1.C1C=CC(/C=C/C(/C=C/C2C=CC=CC=2)=O)=CC=1.C1C=CC(/C=C/C(/C=C/C2C=CC=CC=2)=O)=CC=1.[Pd].[Pd].ClCCl.O. The product is [Br:1][C:2]1[CH:3]=[C:4]([C:8]2([C:12]3[CH:17]=[CH:16][CH:15]=[C:14]([Br:18])[CH:13]=3)[CH2:9][N:10]([C:20]3[CH:25]=[CH:24][CH:23]=[CH:22][CH:21]=3)[CH2:11]2)[CH:5]=[CH:6][CH:7]=1. The yield is 0.580.